From a dataset of Experimentally validated miRNA-target interactions with 360,000+ pairs, plus equal number of negative samples. Binary Classification. Given a miRNA mature sequence and a target amino acid sequence, predict their likelihood of interaction. (1) The miRNA is hsa-miR-4259 with sequence CAGUUGGGUCUAGGGGUCAGGA. The protein sequence of the target gene is MAYPGHPGAGGGYYPGGYGGAPGGPAFPGQTQDPLYGYFAAVAGQDGQIDADELQRCLTQSGIAGGYKPFNLETCRLMVSMLDRDMSGTMGFNEFKELWAVLNGWRQHFISFDSDRSGTVDPQELQKALTTMGFRLSPQTVNSVAKRYSTSGKITFDDYIACCVKLRALTDSFRRRDSGQQGVVNFSYDDFIQCVMTV. Result: 0 (no interaction). (2) The miRNA is mmu-miR-875-3p with sequence CCUGAAAAUACUGAGGCUAUG. The protein sequence of the target gene is MCFLRRPGAPASWIWWRMLRQVLRRGLQSFCHRLGLCVSRHPVFFLTVPAVLTITFGLSALNRFQTEGDLERLVAPSHSLAKIERSLASSLFPLDQSKSQLYSDLHTPGRYGRVILLSSPGDNILLQAEGILQTHRAVMEMKVNHKGYNYTFSHLCVLRNQDKKCVLDDIISVLEDLRQAAVSNKTTARVQVRYPNTKLKDGRNSFIGHQLGGVVEVPNSKDQRVKSARAIQITYYLQTYGSATQDLIGEKWENEFCKLMRKLQEEHQDLQLYSLASFSLWRDFHKTSILTRSKVLVSLV.... Result: 1 (interaction). (3) The miRNA is hsa-miR-2115-3p with sequence CAUCAGAAUUCAUGGAGGCUAG. The protein sequence of the target gene is MLRRPAPALAPAVRLLLAGLLCGGGVWAARVNKHKPWLEPTYHGIVTENDNTVLLDPPLIALDKDSPLRFAESFEVTVTKEGEICGFKIHGQNVPFDAVVVDKSTGEGIIRSKEKLDCELQKDYTFTIQAYDCGKGPDGTGVKKSHKATVHIQVNDVNEYAPVFKEKSYKAAVVEGKQHSSILRVEAVDADCSPQFSQICSYEILTPDVPFTVDKDGYIKNTEKLNYGKEHQYKLTVTAYDCGKKRATEDVLVKISVKPTCSPGWQGWSSRIEYEPGTGALAVFPSIHLETCDEPVASVQ.... Result: 0 (no interaction). (4) The miRNA is mmu-miR-26b-3p with sequence CCUGUUCUCCAUUACUUGGCUC. The protein sequence of the target gene is MMTAESREATGLSPQAAQEKDGIVIVKVEEEDEEDHMWGQDSTLQDTPPPDPEIFRQRFRRFCYQNTFGPREALSRLKELCHQWLRPEINTKEQILELLVLEQFLSILPKELQVWLQEYRPDSGEEAVTLLEDLELDLSGQQVPGQVHGPEMLARGMVPLDPVQESSSFDLHHEATQSHFKHSSRKPRLLQSRALPAAHIPAPPHEGSPRDQAMASALFTADSQAMVKIEDMAVSLILEEWGCQNLARRNLSRDNRQENYGSAFPQGGENRNENEESTSKAETSEDSASRGETTGRSQKE.... Result: 0 (no interaction). (5) The miRNA is hsa-miR-455-3p with sequence GCAGUCCAUGGGCAUAUACAC. The protein sequence of the target gene is MSRIYHDGALRNKAVQSVRLPGAWDPAAHQGGNGVLLEGELIDVSRHSILDTHGRKERYYVLYIRPSHIHRRKFDAKGNEIEPNFSATRKVNTGFLMSSYKVEAKGDTDRLTPEALKGLVNKPELLALTESLTPDHTVAFWMPESEMEVMELELGAGVRLKTRGDGPFLDSLAKLEAGTVTKCNFTGDGKTGASWTDNIMAQKCSKGAAAEIREQGDGAEDEEWDD. Result: 1 (interaction).